From a dataset of Reaction yield outcomes from USPTO patents with 853,638 reactions. Predict the reaction yield, written as a fraction of the theoretical maximum amount of product (1.0 means a 100% yield; for example, 0.34 means a 34% yield). (1) The reactants are FC(F)(F)S(O[C:7]1[CH:8]=[C:9]2[C:14](=[CH:15][CH:16]=1)[N:13]=[CH:12][CH:11]=[CH:10]2)(=O)=O.[C:19](=[N:32][NH2:33])([C:26]1[CH:31]=[CH:30][CH:29]=[CH:28][CH:27]=1)[C:20]1[CH:25]=[CH:24][CH:23]=[CH:22][CH:21]=1.C(=O)([O-])[O-].[Cs+].[Cs+]. The catalyst is C1(C)C=CC=CC=1.C1(P(C2C=CC=CC=2)[C-]2C=CC=C2)C=CC=CC=1.[C-]1(P(C2C=CC=CC=2)C2C=CC=CC=2)C=CC=C1.[Fe+2].C([O-])(=O)C.[Pd+2].C([O-])(=O)C. The product is [C:20]1([C:19]([C:26]2[CH:31]=[CH:30][CH:29]=[CH:28][CH:27]=2)=[N:32][NH:33][C:7]2[CH:8]=[C:9]3[C:14](=[CH:15][CH:16]=2)[N:13]=[CH:12][CH:11]=[CH:10]3)[CH:21]=[CH:22][CH:23]=[CH:24][CH:25]=1. The yield is 0.686. (2) The reactants are [H-].[Na+].[CH3:3][S:4]([CH:7]([CH3:13])[C:8]([O:10][CH2:11][CH3:12])=[O:9])(=[O:6])=[O:5].[Br:14][CH2:15][CH2:16]Br. The catalyst is CCCCCC.CN(C=O)C. The product is [Br:14][CH2:15][CH2:16][C:7]([CH3:13])([S:4]([CH3:3])(=[O:5])=[O:6])[C:8]([O:10][CH2:11][CH3:12])=[O:9]. The yield is 0.500. (3) The reactants are [C:1]([C:3]1[CH:4]=[C:5]([CH:9]=[CH:10][CH:11]=1)[C:6]([OH:8])=[O:7])#[N:2].Cl.[NH2:13][OH:14].C(=O)([O-])[O-].[Na+].[Na+]. The catalyst is C(O)C.O.OC1C=CC=C2C=1N=CC=C2. The product is [OH:14][N:13]=[C:1]([C:3]1[CH:4]=[C:5]([CH:9]=[CH:10][CH:11]=1)[C:6]([OH:8])=[O:7])[NH2:2]. The yield is 0.820. (4) The reactants are C[O:2][C:3]([C:5]1[C:18]([NH:19][C:20]2[CH:25]=[CH:24][C:23]([Br:26])=[CH:22][C:21]=2[CH3:27])=[C:17]([F:28])[C:8]2[N:9]=[CH:10][N:11]([CH2:12][CH2:13][CH2:14][CH:15]=[CH2:16])[C:7]=2[CH:6]=1)=[O:4]. The catalyst is C1COCC1.CO.[OH-].[Na+]. The product is [Br:26][C:23]1[CH:24]=[CH:25][C:20]([NH:19][C:18]2[C:5]([C:3]([OH:4])=[O:2])=[CH:6][C:7]3[N:11]([CH2:12][CH2:13][CH2:14][CH:15]=[CH2:16])[CH:10]=[N:9][C:8]=3[C:17]=2[F:28])=[C:21]([CH3:27])[CH:22]=1. The yield is 1.00.